Dataset: Forward reaction prediction with 1.9M reactions from USPTO patents (1976-2016). Task: Predict the product of the given reaction. (1) Given the reactants C1(N)C(F)=C(F)C(F)=C(N)C=1F.[ClH:13].Cl.[CH:15]1[CH:16]=[CH:17][C:18]([CH:21]([N:29]2[CH2:34][CH2:33][N:32]([CH2:35][CH2:36][O:37][CH2:38][C:39]([OH:41])=[O:40])[CH2:31][CH2:30]2)[C:22]2[CH:23]=[CH:24][C:25]([Cl:28])=[CH:26][CH:27]=2)=[CH:19][CH:20]=1, predict the reaction product. The product is: [CH:15]1[CH:16]=[CH:17][C:18]([CH:21]([N:29]2[CH2:34][CH2:33][N:32]([CH2:35][CH2:36][O:37][CH2:38][C:39]([OH:41])=[O:40])[CH2:31][CH2:30]2)[C:22]2[CH:23]=[CH:24][C:25]([Cl:28])=[CH:26][CH:27]=2)=[CH:19][CH:20]=1.[ClH:13].[ClH:28]. (2) Given the reactants [C:1]([O:5][C:6]([N:8]1[CH2:13][CH2:12][N:11]([CH2:14][C:15]2[CH:20]=[CH:19][CH:18]=[CH:17][CH:16]=2)[CH2:10][C@@H:9]1[CH2:21][CH2:22][OH:23])=[O:7])([CH3:4])([CH3:3])[CH3:2].N1C=CC=CC=1.[CH3:30][S:31](Cl)(=[O:33])=[O:32], predict the reaction product. The product is: [NH3:8].[CH3:1][OH:5].[C:1]([O:5][C:6]([N:8]1[CH2:13][CH2:12][N:11]([CH2:14][C:15]2[CH:16]=[CH:17][CH:18]=[CH:19][CH:20]=2)[CH2:10][C@@H:9]1[CH2:21][CH2:22][O:23][S:31]([CH3:30])(=[O:33])=[O:32])=[O:7])([CH3:4])([CH3:3])[CH3:2]. (3) Given the reactants [Br:1][C:2]1[CH:8]=[CH:7][C:5]([NH2:6])=[CH:4][C:3]=1[CH3:9].Cl[CH2:11][CH2:12][N:13]1[CH2:18][CH2:17][O:16][CH2:15][CH2:14]1.C([O-])([O-])=O.[K+].[K+].N[C@H](C(O)=O)CC1C=C2C(C=CC=C2)=CC=1, predict the reaction product. The product is: [Br:1][C:2]1[CH:8]=[CH:7][C:5]([NH:6][CH2:11][CH2:12][N:13]2[CH2:18][CH2:17][O:16][CH2:15][CH2:14]2)=[CH:4][C:3]=1[CH3:9].